This data is from Catalyst prediction with 721,799 reactions and 888 catalyst types from USPTO. The task is: Predict which catalyst facilitates the given reaction. (1) Reactant: [NH:1]1[C:9]2[C:4](=[CH:5][CH:6]=[CH:7][C:8]=2[C:10]([OH:12])=O)[CH:3]=[CH:2]1.CN(C(ON1N=NC2C=CC=CC1=2)=[N+](C)C)C.[B-](F)(F)(F)F.C(N(CC)C(C)C)(C)C.[CH2:44]([NH:48][CH2:49][C:50]1[CH:55]=[CH:54][C:53]([C:56]([CH3:59])([CH3:58])[CH3:57])=[CH:52][CH:51]=1)[CH2:45][CH2:46][CH3:47]. Product: [CH2:44]([N:48]([CH2:49][C:50]1[CH:55]=[CH:54][C:53]([C:56]([CH3:57])([CH3:59])[CH3:58])=[CH:52][CH:51]=1)[C:10]([C:8]1[CH:7]=[CH:6][CH:5]=[C:4]2[C:9]=1[NH:1][CH:2]=[CH:3]2)=[O:12])[CH2:45][CH2:46][CH3:47]. The catalyst class is: 18. (2) Reactant: [CH3:1][O:2][C:3](=[O:27])[CH2:4][C:5]1[C:13]2[C:8](=[N:9][CH:10]=[CH:11][CH:12]=2)[N:7]([S:14]([C:17]2[CH:22]=[CH:21][C:20](F)=[C:19]([C:24]#[N:25])[CH:18]=2)(=[O:16])=[O:15])[C:6]=1[CH3:26].C(=O)([O-])[O-].[K+].[K+].[NH:34]1[CH2:39][CH2:38][O:37][CH2:36][CH2:35]1. Product: [CH3:1][O:2][C:3](=[O:27])[CH2:4][C:5]1[C:13]2[C:8](=[N:9][CH:10]=[CH:11][CH:12]=2)[N:7]([S:14]([C:17]2[CH:22]=[CH:21][C:20]([N:34]3[CH2:39][CH2:38][O:37][CH2:36][CH2:35]3)=[C:19]([C:24]#[N:25])[CH:18]=2)(=[O:16])=[O:15])[C:6]=1[CH3:26]. The catalyst class is: 10. (3) Reactant: COC=CC(O)=O.C1(=O)[NH:12][C:11](=[O:13])[CH2:10][CH2:9]1.Cl.[CH3:16][O:17][C:18]1[CH:23]=[CH:22][CH:21]=[CH:20][C:19]=1[NH:24]N.[OH-].[Na+].Cl. The catalyst class is: 127. Product: [CH3:16][O:17][C:18]1[CH:23]=[CH:22][CH:21]=[CH:20][C:19]=1[N:24]1[CH:9]=[CH:10][C:11]([OH:13])=[N:12]1. (4) Reactant: [Cl:1][C:2]1[CH:3]=[C:4]([C@H:8]([OH:11])[CH2:9][OH:10])[CH:5]=[CH:6][CH:7]=1.C(N(CC)CC)C.[S:19](Cl)([C:22]1[CH:28]=[CH:27][C:25]([CH3:26])=[CH:24][CH:23]=1)(=[O:21])=[O:20]. Product: [Cl:1][C:2]1[CH:3]=[C:4]([C@H:8]([OH:11])[CH2:9][O:10][S:19]([C:22]2[CH:28]=[CH:27][C:25]([CH3:26])=[CH:24][CH:23]=2)(=[O:21])=[O:20])[CH:5]=[CH:6][CH:7]=1. The catalyst class is: 4.